This data is from Full USPTO retrosynthesis dataset with 1.9M reactions from patents (1976-2016). The task is: Predict the reactants needed to synthesize the given product. (1) Given the product [CH3:32][O:33][N:34]=[CH:23][C@@H:19]1[CH2:20][C:21](=[O:22])[N:18]1[Si:1]([C:14]([CH3:15])([CH3:16])[CH3:17])([C:2]1[CH:7]=[CH:6][CH:5]=[CH:4][CH:3]=1)[C:8]1[CH:13]=[CH:12][CH:11]=[CH:10][CH:9]=1, predict the reactants needed to synthesize it. The reactants are: [Si:1]([N:18]1[C:21](=[O:22])[CH2:20][C@H:19]1[CH:23]=O)([C:14]([CH3:17])([CH3:16])[CH3:15])([C:8]1[CH:13]=[CH:12][CH:11]=[CH:10][CH:9]=1)[C:2]1[CH:7]=[CH:6][CH:5]=[CH:4][CH:3]=1.N1C=CC=CC=1.Cl.[CH3:32][O:33][NH2:34].CC(=O)OCC. (2) Given the product [C:1]([C:3]1[CH:4]=[CH:5][C:6]([NH:9][C:10]2[N:15]=[C:14]([NH:16][CH2:17][CH2:18][CH3:19])[C:13]([C:20]([NH:55][C:56]3[CH:57]=[C:58]([NH:62][C:63](=[O:75])[C@@H:64]([N:66]([CH3:74])[C:67](=[O:73])[O:68][C:69]([CH3:70])([CH3:72])[CH3:71])[CH3:65])[CH:59]=[CH:60][CH:61]=3)=[O:22])=[CH:12][N:11]=2)=[CH:7][CH:8]=1)#[N:2], predict the reactants needed to synthesize it. The reactants are: [C:1]([C:3]1[CH:8]=[CH:7][C:6]([NH:9][C:10]2[N:15]=[C:14]([NH:16][CH2:17][CH2:18][CH3:19])[C:13]([C:20]([OH:22])=O)=[CH:12][N:11]=2)=[CH:5][CH:4]=1)#[N:2].Cl.C(N=C=NCCCN(C)C)C.O.ON1C2C=CC=CC=2N=N1.C(N(CC)C(C)C)(C)C.[NH2:55][C:56]1[CH:57]=[C:58]([NH:62][C:63](=[O:75])[C@@H:64]([N:66]([CH3:74])[C:67](=[O:73])[O:68][C:69]([CH3:72])([CH3:71])[CH3:70])[CH3:65])[CH:59]=[CH:60][CH:61]=1.C(=O)([O-])O.[Na+]. (3) Given the product [CH3:24][C:25]1([CH3:41])[C:29]([CH3:31])([CH3:30])[O:28][B:27]([C:2]2[CH:3]=[C:4]([CH:21]=[CH:22][CH:23]=2)[CH2:5][O:6][C:7]2[CH:12]=[CH:11][CH:10]=[CH:9][C:8]=2[CH2:13][C:14]([O:16][C:17]([CH3:20])([CH3:19])[CH3:18])=[O:15])[O:26]1, predict the reactants needed to synthesize it. The reactants are: Br[C:2]1[CH:3]=[C:4]([CH:21]=[CH:22][CH:23]=1)[CH2:5][O:6][C:7]1[CH:12]=[CH:11][CH:10]=[CH:9][C:8]=1[CH2:13][C:14]([O:16][C:17]([CH3:20])([CH3:19])[CH3:18])=[O:15].[CH3:24][C:25]1([CH3:41])[C:29]([CH3:31])([CH3:30])[O:28][B:27]([B:27]2[O:28][C:29]([CH3:31])([CH3:30])[C:25]([CH3:41])([CH3:24])[O:26]2)[O:26]1.C([O-])(=O)C.[K+].C(Cl)Cl. (4) Given the product [CH2:13]([C:15]1[N:16]([C:40]2[CH:45]=[CH:44][CH:43]=[CH:42][CH:41]=2)[C:17](=[O:39])[C:18]([CH2:24][C:25]2[CH:30]=[CH:29][C:28]([C:31]3[CH:36]=[CH:35][CH:34]=[CH:33][C:32]=3[C:37]3[NH:3][C:4](=[O:7])[O:5][N:38]=3)=[CH:27][CH:26]=2)=[C:19]([CH2:21][CH2:22][CH3:23])[N:20]=1)[CH3:14], predict the reactants needed to synthesize it. The reactants are: [Cl-].O[NH3+:3].[C:4](=[O:7])([O-])[OH:5].[Na+].CS(C)=O.[CH2:13]([C:15]1[N:16]([C:40]2[CH:45]=[CH:44][CH:43]=[CH:42][CH:41]=2)[C:17](=[O:39])[C:18]([CH2:24][C:25]2[CH:30]=[CH:29][C:28]([C:31]3[C:32]([C:37]#[N:38])=[CH:33][CH:34]=[CH:35][CH:36]=3)=[CH:27][CH:26]=2)=[C:19]([CH2:21][CH2:22][CH3:23])[N:20]=1)[CH3:14]. (5) The reactants are: [Cl:1][C:2]1[CH:7]=[CH:6][CH:5]=[CH:4][C:3]=1[N:8]1[C:13]([CH2:14][OH:15])=[CH:12][C:11]2[NH:16][N:17]=[C:18]([N:19]3[C:27](=[O:28])[C:26]4[C:21](=[CH:22][CH:23]=[CH:24][CH:25]=4)[C:20]3=[O:29])[C:10]=2[C:9]1=[O:30].CC(OI1(OC(C)=O)(OC(C)=O)OC(=O)C2C=CC=CC1=2)=O.C(=O)([O-])O.[Na+]. Given the product [Cl:1][C:2]1[CH:7]=[CH:6][CH:5]=[CH:4][C:3]=1[N:8]1[C:13]([CH:14]=[O:15])=[CH:12][C:11]2[NH:16][N:17]=[C:18]([N:19]3[C:20](=[O:29])[C:21]4[C:26](=[CH:25][CH:24]=[CH:23][CH:22]=4)[C:27]3=[O:28])[C:10]=2[C:9]1=[O:30], predict the reactants needed to synthesize it.